From a dataset of Forward reaction prediction with 1.9M reactions from USPTO patents (1976-2016). Predict the product of the given reaction. The product is: [Br:1][C:2]1[CH:7]=[CH:6][CH:5]=[C:4]([O:19][CH2:18][C:15]2[CH:16]=[CH:17][C:12]([O:11][CH3:10])=[CH:13][CH:14]=2)[C:3]=1[CH3:9]. Given the reactants [Br:1][C:2]1[CH:7]=[CH:6][CH:5]=[C:4](F)[C:3]=1[CH3:9].[CH3:10][O:11][C:12]1[CH:17]=[CH:16][C:15]([CH2:18][OH:19])=[CH:14][CH:13]=1.[H-].[Na+].O, predict the reaction product.